Dataset: Forward reaction prediction with 1.9M reactions from USPTO patents (1976-2016). Task: Predict the product of the given reaction. (1) Given the reactants [C:1]([O:5][C:6](=[O:15])[NH:7][C@H:8]1[CH2:13][CH2:12][C@H:11]([OH:14])[CH2:10][CH2:9]1)([CH3:4])([CH3:3])[CH3:2].C1(P(C2C=CC=CC=2)C2C=CC=CC=2)C=CC=CC=1.[N+](C1C=CC(C(O)=O)=CC=1)([O-])=O.C(OC(N=NC(OC(C)C)=O)=O)(C)C, predict the reaction product. The product is: [C:1]([O:5][C:6](=[O:15])[NH:7][C@H:8]1[CH2:9][CH2:10][C@@H:11]([OH:14])[CH2:12][CH2:13]1)([CH3:4])([CH3:2])[CH3:3]. (2) Given the reactants [CH3:1][N:2]1[CH2:23][CH2:22][C:5]2[N:6]([CH2:14][CH2:15][CH2:16][C:17](OCC)=[O:18])[C:7]3[CH:8]=[CH:9][C:10]([CH3:13])=[CH:11][C:12]=3[C:4]=2[CH2:3]1.[CH2:24]([NH2:26])[CH3:25], predict the reaction product. The product is: [CH2:24]([NH:26][C:17](=[O:18])[CH2:16][CH2:15][CH2:14][N:6]1[C:7]2[CH:8]=[CH:9][C:10]([CH3:13])=[CH:11][C:12]=2[C:4]2[CH2:3][N:2]([CH3:1])[CH2:23][CH2:22][C:5]1=2)[CH3:25]. (3) Given the reactants [CH3:1][O:2][C:3](=[O:15])[CH2:4][C:5]1[CH:10]=[CH:9][C:8]([S:11]([Cl:14])(=[O:13])=[O:12])=[CH:7][CH:6]=1.[Br:16]N1C(=O)CCC1=O.C(OOC(=O)C1C=CC=CC=1)(=O)C1C=CC=CC=1, predict the reaction product. The product is: [CH3:1][O:2][C:3](=[O:15])[CH:4]([Br:16])[C:5]1[CH:6]=[CH:7][C:8]([S:11]([Cl:14])(=[O:13])=[O:12])=[CH:9][CH:10]=1.